Dataset: Forward reaction prediction with 1.9M reactions from USPTO patents (1976-2016). Task: Predict the product of the given reaction. Given the reactants [CH:1]1([C:7]2[N:12]=[CH:11][N:10]=[C:9]([C:13]3[C:17]4[C:18]([NH:22][CH:23]([CH3:25])[CH3:24])=[N:19][CH:20]=[CH:21][C:16]=4[NH:15][N:14]=3)[CH:8]=2)[CH2:6][CH2:5]CC[CH2:2]1.ClC1N=CN=C(C2C3C(NC(C)C)=NC=CC=3N(CC3C=CC([O:53]C)=CC=3)N=2)C=1.C1(B2OC(C)(C)C(C)(C)O2)CCCC=1, predict the reaction product. The product is: [CH:23]([NH:22][C:18]1[C:17]2[C:13]([C:9]3[CH:8]=[C:7]([CH:1]4[CH2:6][CH2:5][O:53][CH2:2]4)[N:12]=[CH:11][N:10]=3)=[N:14][NH:15][C:16]=2[CH:21]=[CH:20][N:19]=1)([CH3:25])[CH3:24].